From a dataset of Forward reaction prediction with 1.9M reactions from USPTO patents (1976-2016). Predict the product of the given reaction. (1) The product is: [C:80]([O:88][C@@H:89]1[C@H:94]([O:95][Si:96]([C:99]([CH3:100])([CH3:101])[CH3:102])([CH3:97])[CH3:98])[C@H:93]([O:103][Si:104]([C:107]([CH3:108])([CH3:109])[CH3:110])([CH3:106])[CH3:105])[C@H:92]([C@@H:111]([O:115][Si:116]([C:119]([CH3:122])([CH3:121])[CH3:120])([CH3:117])[CH3:118])/[CH:112]=[CH:113]/[CH:62]([OH:63])[CH2:61][CH2:60][C@H:56]2[CH2:57][C:58](=[CH2:59])[C@H:54]([CH2:53][CH2:52][C@H:46]3[CH2:47][C@@H:48]([CH3:51])[C:49](=[CH2:50])[C@@H:44]([CH2:43][C@H:41]4[C@H:40]([CH2:64][C:65]([O:67][CH3:68])=[O:66])[C@@H:39]([O:69][CH3:70])[C@@H:38]([CH2:37][C@H:36]([O:35][Si:28]([C:31]([CH3:34])([CH3:33])[CH3:32])([CH3:30])[CH3:29])[CH2:71][O:72][Si:73]([C:76]([CH3:78])([CH3:77])[CH3:79])([CH3:74])[CH3:75])[O:42]4)[O:45]3)[O:55]2)[O:91][C@H:90]1[CH2:123][CH:124]=[CH2:125])(=[O:87])[C:81]1[CH:82]=[CH:83][CH:84]=[CH:85][CH:86]=1. Given the reactants C([C@H]1COC(C2C=CC=C(C)C=2NS(C)(=O)=O)=N1)(C)C.C(N(CC)CC)C.[Si:28]([O:35][C@H:36]([CH2:71][O:72][Si:73]([C:76]([CH3:79])([CH3:78])[CH3:77])([CH3:75])[CH3:74])[CH2:37][C@H:38]1[O:42][C@@H:41]([CH2:43][C@@H:44]2[C:49](=[CH2:50])[C@H:48]([CH3:51])[CH2:47][C@H:46]([CH2:52][CH2:53][C@H:54]3[C:58](=[CH2:59])[CH2:57][C@H:56]([CH2:60][CH2:61][CH:62]=[O:63])[O:55]3)[O:45]2)[C@H:40]([CH2:64][C:65]([O:67][CH3:68])=[O:66])[C@H:39]1[O:69][CH3:70])([C:31]([CH3:34])([CH3:33])[CH3:32])([CH3:30])[CH3:29].[C:80]([O:88][C@@H:89]1[C@H:94]([O:95][Si:96]([C:99]([CH3:102])([CH3:101])[CH3:100])([CH3:98])[CH3:97])[C@H:93]([O:103][Si:104]([C:107]([CH3:110])([CH3:109])[CH3:108])([CH3:106])[CH3:105])[C@H:92]([C@@H:111]([O:115][Si:116]([C:119]([CH3:122])([CH3:121])[CH3:120])([CH3:118])[CH3:117])/[CH:112]=[CH:113]/I)[O:91][C@H:90]1[CH2:123][CH:124]=[CH2:125])(=[O:87])[C:81]1[CH:86]=[CH:85][CH:84]=[CH:83][CH:82]=1.CC1C=CC2C(=C3C(=CC=2)C=CC(C)=N3)N=1, predict the reaction product. (2) Given the reactants [CH:1]1([C:4]2[C:8]([C:9]([OH:11])=O)=[CH:7][O:6][N:5]=2)[CH2:3][CH2:2]1.S(Cl)(Cl)=O.[N:16]1[CH:21]=[CH:20][CH:19]=[C:18]([NH2:22])[CH:17]=1.C(N(CC)CC)C, predict the reaction product. The product is: [N:16]1[CH:21]=[CH:20][CH:19]=[C:18]([NH:22][C:9]([C:8]2[C:4]([CH:1]3[CH2:2][CH2:3]3)=[N:5][O:6][CH:7]=2)=[O:11])[CH:17]=1. (3) The product is: [CH3:23][O:22][C:20]([C:18]1[CH:19]=[C:14]([N:11]2[CH2:12][CH2:13][N:8]([C:6]([O:5][C:1]([CH3:4])([CH3:3])[CH3:2])=[O:7])[CH2:9][CH2:10]2)[N:15]=[C:16]([C:30]2[CH:29]=[CH:28][N:27]=[C:26]([Cl:25])[CH:31]=2)[CH:17]=1)=[O:21]. Given the reactants [C:1]([O:5][C:6]([N:8]1[CH2:13][CH2:12][N:11]([C:14]2[CH:19]=[C:18]([C:20]([O:22][CH3:23])=[O:21])[CH:17]=[C:16](Br)[N:15]=2)[CH2:10][CH2:9]1)=[O:7])([CH3:4])([CH3:3])[CH3:2].[Cl:25][C:26]1[CH:31]=[C:30](B(O)O)[CH:29]=[CH:28][N:27]=1.C([O-])([O-])=O.[Na+].[Na+].C(Cl)Cl, predict the reaction product. (4) Given the reactants [CH2:1]([O:3][C:4]([N:6]1[CH2:11][CH2:10][N:9]([C:12](=[O:38])[C@@H:13]([NH:23][C:24]([C:26]2[CH:30]=[C:29]([OH:31])[N:28]([C:32]3[CH:37]=[CH:36][CH:35]=[CH:34][CH:33]=3)[N:27]=2)=[O:25])[CH2:14][CH2:15][C:16]([O:18]C(C)(C)C)=[O:17])[CH2:8][CH2:7]1)=[O:5])[CH3:2].Br[CH:40]([CH3:46])[C:41]([O:43]CC)=[O:42].C(=O)([O-])[O-].[Cs+].[Cs+], predict the reaction product. The product is: [CH2:1]([O:3][C:4]([N:6]1[CH2:11][CH2:10][N:9]([C:12](=[O:38])[C@@H:13]([NH:23][C:24]([C:26]2[CH:30]=[C:29]([O:31][CH:40]([C:41]([OH:43])=[O:42])[CH3:46])[N:28]([C:32]3[CH:33]=[CH:34][CH:35]=[CH:36][CH:37]=3)[N:27]=2)=[O:25])[CH2:14][CH2:15][C:16]([OH:18])=[O:17])[CH2:8][CH2:7]1)=[O:5])[CH3:2]. (5) Given the reactants [Br:1][C:2]1[CH:3]=[C:4]2[C:8](=[CH:9][CH:10]=1)[C@@H:7]([N:11]1[C:15]3=[N:16][C:17]([CH2:21][OH:22])=[CH:18][C:19]([CH3:20])=[C:14]3[N:13]=[C:12]1[CH2:23][CH3:24])[CH2:6][CH2:5]2.[H-].[Na+].[CH3:27]I, predict the reaction product. The product is: [Br:1][C:2]1[CH:3]=[C:4]2[C:8](=[CH:9][CH:10]=1)[C@@H:7]([N:11]1[C:15]3=[N:16][C:17]([CH2:21][O:22][CH3:27])=[CH:18][C:19]([CH3:20])=[C:14]3[N:13]=[C:12]1[CH2:23][CH3:24])[CH2:6][CH2:5]2. (6) Given the reactants C(OC(=O)[NH:7][C:8]1[CH:9]=[N:10][CH:11]=[C:12]([CH3:15])[C:13]=1I)(C)(C)C.[C:17]([O:21][C:22](=[O:45])[NH:23][C:24]([C:26]1[S:27][C:28]([S:43][CH3:44])=[C:29]([S:31]([C:34]2[CH:39]=[CH:38][C:37](O)=[C:36](B)[C:35]=2O)(=[O:33])=[O:32])[CH:30]=1)=[NH:25])([CH3:20])([CH3:19])[CH3:18].C(O)C.C1(C)C=CC=CC=1, predict the reaction product. The product is: [C:17]([O:21][C:22](=[O:45])[NH:23][C:24]([C:26]1[S:27][C:28]([S:43][CH3:44])=[C:29]([S:31]([C:34]2[CH:39]=[CH:38][CH:37]=[C:36]([C:13]3[C:12]([CH3:15])=[CH:11][N:10]=[CH:9][C:8]=3[NH2:7])[CH:35]=2)(=[O:33])=[O:32])[CH:30]=1)=[NH:25])([CH3:20])([CH3:19])[CH3:18]. (7) Given the reactants [OH-].[Na+].[CH3:3][O:4][C:5]1[CH:14]=[C:13]([NH:15][CH:16]2[CH2:21][CH2:20][N:19]([CH2:22][C:23]3[CH:28]=[CH:27][CH:26]=[CH:25][CH:24]=3)[CH2:18][CH2:17]2)[CH:12]=[CH:11][C:6]=1[C:7]([O:9]C)=[O:8].O1CCCC1.Cl, predict the reaction product. The product is: [CH2:22]([N:19]1[CH2:20][CH2:21][CH:16]([NH:15][C:13]2[CH:12]=[CH:11][C:6]([C:7]([OH:9])=[O:8])=[C:5]([O:4][CH3:3])[CH:14]=2)[CH2:17][CH2:18]1)[C:23]1[CH:24]=[CH:25][CH:26]=[CH:27][CH:28]=1.